From a dataset of Full USPTO retrosynthesis dataset with 1.9M reactions from patents (1976-2016). Predict the reactants needed to synthesize the given product. (1) Given the product [NH2:17][C:16]1[O:25][CH:26]2[C:34]3[C:30](=[CH:29][CH:28]=[C:27]2[CH:7]([C:6]2[CH:5]=[C:4]([O:10][CH3:11])[C:3]([O:12][CH3:13])=[C:2]([Br:1])[CH:9]=2)[C:15]=1[C:14]#[N:18])[CH:31]=[CH:32][N:33]=3, predict the reactants needed to synthesize it. The reactants are: [Br:1][C:2]1[C:3]([O:12][CH3:13])=[C:4]([O:10][CH3:11])[CH:5]=[C:6]([CH:9]=1)[CH:7]=O.[C:14](#[N:18])[CH2:15][C:16]#[N:17].N1CCCCC1.[OH:25][C:26]1[CH:27]=[CH:28][CH:29]=[C:30]2[C:34]=1[NH:33][CH:32]=[CH:31]2. (2) Given the product [S:36]1[C:32]([C:5]2[C:4](=[O:30])[N:3]([CH2:1][CH3:2])[C:8]3[N:9]=[C:10]([NH:13][C:14]4[CH:19]=[CH:18][C:17]([N:20]5[CH2:25][CH2:24][N:23]([CH3:26])[CH2:22][CH2:21]5)=[CH:16][CH:15]=4)[N:11]=[CH:12][C:7]=3[CH:6]=2)=[CH:33][CH:34]=[C:35]1[C:37]1[S:38][CH:39]=[CH:40][CH:41]=1, predict the reactants needed to synthesize it. The reactants are: [CH2:1]([N:3]1[C:8]2[N:9]=[C:10]([NH:13][C:14]3[CH:19]=[CH:18][C:17]([N:20]4[CH2:25][CH2:24][N:23]([CH3:26])[CH2:22][CH2:21]4)=[CH:16][CH:15]=3)[N:11]=[CH:12][C:7]=2[CH:6]=[C:5](B(O)O)[C:4]1=[O:30])[CH3:2].Br[C:32]1[S:36][C:35]([C:37]2[S:38][CH:39]=[CH:40][CH:41]=2)=[CH:34][CH:33]=1.C(=O)([O-])[O-].[Na+].[Na+]. (3) Given the product [CH2:30]([C:27]1([NH:32][C:33](=[O:39])[O:34][C:35]([CH3:38])([CH3:37])[CH3:36])[CH2:28][CH2:29][CH:24]([O:23][C:14]2[C:13]3[C:12]4[C@@H:11]([CH2:10][CH2:9][OH:8])[CH2:22][CH2:21][C:20]=4[S:19][C:18]=3[N:17]=[CH:16][N:15]=2)[CH2:25][CH2:26]1)[CH3:31], predict the reactants needed to synthesize it. The reactants are: [Si]([O:8][CH2:9][CH2:10][C@H:11]1[CH2:22][CH2:21][C:20]2[S:19][C:18]3[N:17]=[CH:16][N:15]=[C:14]([O:23][CH:24]4[CH2:29][CH2:28][C:27]([NH:32][C:33](=[O:39])[O:34][C:35]([CH3:38])([CH3:37])[CH3:36])([CH2:30][CH3:31])[CH2:26][CH2:25]4)[C:13]=3[C:12]1=2)(C(C)(C)C)(C)C. (4) The reactants are: [NH2:1][C:2]1[CH:11]=[CH:10][C:9]2[NH:8][C:7](=[O:12])[C:6]3[NH:13][CH:14]=[CH:15][C:5]=3[C:4]=2[CH:3]=1.Cl.[CH2:17]([C:19]([OH:21])=[O:20])[CH3:18].[N+:22]([C:25]1[CH:30]=[CH:29][C:28]([S:31](Cl)(=[O:33])=[O:32])=[CH:27][CH:26]=1)([O-:24])=[O:23]. Given the product [N+:22]([C:25]1[CH:26]=[CH:27][C:28]([S:31]([NH:1][C:2]2[CH:11]=[CH:10][C:9]3[NH:8][C:7](=[O:12])[C:6]4[NH:13][CH:14]=[CH:15][C:5]=4[C:4]=3[CH:3]=2)(=[O:33])=[O:32])=[CH:29][CH:30]=1)([O-:24])=[O:23].[CH2:17]([C:19]([O-:21])=[O:20])[CH3:18], predict the reactants needed to synthesize it. (5) Given the product [F:1][C:2]1[C:3]([O:29][CH2:30][O:31][CH3:32])=[C:4]([C:5]2[N:14]([CH2:15][CH2:16][C:17]3[CH:22]=[CH:21][CH:20]=[CH:19][CH:18]=3)[C:12](=[O:13])[C:9]([CH2:10][CH3:11])=[C:8]([CH3:24])[N:7]=2)[C:25]([F:28])=[CH:26][CH:27]=1, predict the reactants needed to synthesize it. The reactants are: [F:1][C:2]1[C:3]([O:29][CH2:30][O:31][CH3:32])=[C:4]([C:25]([F:28])=[CH:26][CH:27]=1)[C:5]([NH:7]/[C:8](/[CH3:24])=[C:9](\[C:12]([NH:14][CH2:15][CH2:16][C:17]1[CH:22]=[CH:21][CH:20]=[C:19](F)[CH:18]=1)=[O:13])/[CH2:10][CH3:11])=O.[OH-].[K+].Cl.